From a dataset of Peptide-MHC class II binding affinity with 134,281 pairs from IEDB. Regression. Given a peptide amino acid sequence and an MHC pseudo amino acid sequence, predict their binding affinity value. This is MHC class II binding data. (1) The peptide sequence is MLWHAMPPELNTARL. The MHC is HLA-DPA10103-DPB10401 with pseudo-sequence HLA-DPA10103-DPB10401. The binding affinity (normalized) is 0.188. (2) The peptide sequence is RRCKNIPQPVRALLE. The MHC is DRB3_0101 with pseudo-sequence DRB3_0101. The binding affinity (normalized) is 0. (3) The peptide sequence is VWGIKQLQARVLAVERYLKD. The binding affinity (normalized) is 0.514. The MHC is DRB1_0701 with pseudo-sequence DRB1_0701. (4) The peptide sequence is PRLLYAKSSPAYPSV. The MHC is HLA-DQA10501-DQB10201 with pseudo-sequence HLA-DQA10501-DQB10201. The binding affinity (normalized) is 0.146. (5) The peptide sequence is RWLLLNVTSEDLGKT. The MHC is DRB1_0901 with pseudo-sequence DRB1_0901. The binding affinity (normalized) is 0.579. (6) The peptide sequence is PSPIGYLGLLSQRTR. The MHC is H-2-IAb with pseudo-sequence H-2-IAb. The binding affinity (normalized) is 0.372. (7) The peptide sequence is EELRSLYNTVATLYCVH. The MHC is HLA-DPA10301-DPB10402 with pseudo-sequence HLA-DPA10301-DPB10402. The binding affinity (normalized) is 0.388.